Dataset: NCI-60 drug combinations with 297,098 pairs across 59 cell lines. Task: Regression. Given two drug SMILES strings and cell line genomic features, predict the synergy score measuring deviation from expected non-interaction effect. (1) Drug 1: C1=CC(=CC=C1CCCC(=O)O)N(CCCl)CCCl. Drug 2: CC1=C2C(C(=O)C3(C(CC4C(C3C(C(C2(C)C)(CC1OC(=O)C(C(C5=CC=CC=C5)NC(=O)OC(C)(C)C)O)O)OC(=O)C6=CC=CC=C6)(CO4)OC(=O)C)O)C)O. Cell line: NCI/ADR-RES. Synergy scores: CSS=14.8, Synergy_ZIP=-6.93, Synergy_Bliss=-3.28, Synergy_Loewe=-4.77, Synergy_HSA=-4.52. (2) Drug 1: C1C(C(OC1N2C=C(C(=O)NC2=O)F)CO)O. Drug 2: COCCOC1=C(C=C2C(=C1)C(=NC=N2)NC3=CC=CC(=C3)C#C)OCCOC.Cl. Cell line: MDA-MB-231. Synergy scores: CSS=3.63, Synergy_ZIP=-3.00, Synergy_Bliss=-3.03, Synergy_Loewe=-4.17, Synergy_HSA=-2.40. (3) Drug 1: CC(C1=C(C=CC(=C1Cl)F)Cl)OC2=C(N=CC(=C2)C3=CN(N=C3)C4CCNCC4)N. Drug 2: CC1=C(C(=O)C2=C(C1=O)N3CC4C(C3(C2COC(=O)N)OC)N4)N. Cell line: SK-MEL-2. Synergy scores: CSS=18.0, Synergy_ZIP=-4.49, Synergy_Bliss=5.84, Synergy_Loewe=-5.69, Synergy_HSA=3.42. (4) Drug 1: CC1=C(C=C(C=C1)NC2=NC=CC(=N2)N(C)C3=CC4=NN(C(=C4C=C3)C)C)S(=O)(=O)N.Cl. Drug 2: C1=NC2=C(N=C(N=C2N1C3C(C(C(O3)CO)O)O)F)N. Cell line: NCI/ADR-RES. Synergy scores: CSS=18.4, Synergy_ZIP=-10.1, Synergy_Bliss=-7.95, Synergy_Loewe=-32.6, Synergy_HSA=-8.94. (5) Drug 1: C1CN1C2=NC(=NC(=N2)N3CC3)N4CC4. Drug 2: CC1OCC2C(O1)C(C(C(O2)OC3C4COC(=O)C4C(C5=CC6=C(C=C35)OCO6)C7=CC(=C(C(=C7)OC)O)OC)O)O. Cell line: LOX IMVI. Synergy scores: CSS=57.0, Synergy_ZIP=-3.27, Synergy_Bliss=-4.03, Synergy_Loewe=3.08, Synergy_HSA=5.19. (6) Cell line: SNB-19. Drug 1: C1=C(C(=O)NC(=O)N1)F. Drug 2: CC1=C(C=C(C=C1)C(=O)NC2=CC(=CC(=C2)C(F)(F)F)N3C=C(N=C3)C)NC4=NC=CC(=N4)C5=CN=CC=C5. Synergy scores: CSS=27.8, Synergy_ZIP=2.99, Synergy_Bliss=2.24, Synergy_Loewe=-0.289, Synergy_HSA=0.186. (7) Drug 1: CCC1=CC2CC(C3=C(CN(C2)C1)C4=CC=CC=C4N3)(C5=C(C=C6C(=C5)C78CCN9C7C(C=CC9)(C(C(C8N6C)(C(=O)OC)O)OC(=O)C)CC)OC)C(=O)OC.C(C(C(=O)O)O)(C(=O)O)O. Drug 2: CC1C(C(CC(O1)OC2CC(OC(C2O)C)OC3=CC4=CC5=C(C(=O)C(C(C5)C(C(=O)C(C(C)O)O)OC)OC6CC(C(C(O6)C)O)OC7CC(C(C(O7)C)O)OC8CC(C(C(O8)C)O)(C)O)C(=C4C(=C3C)O)O)O)O. Cell line: NCI-H226. Synergy scores: CSS=17.4, Synergy_ZIP=-2.98, Synergy_Bliss=-0.675, Synergy_Loewe=-2.61, Synergy_HSA=-1.92. (8) Drug 1: C1C(C(OC1N2C=NC3=C(N=C(N=C32)Cl)N)CO)O. Drug 2: C1C(C(OC1N2C=NC3=C2NC=NCC3O)CO)O. Cell line: HS 578T. Synergy scores: CSS=13.5, Synergy_ZIP=-2.58, Synergy_Bliss=-1.40, Synergy_Loewe=-3.82, Synergy_HSA=-0.476. (9) Drug 1: CC1OCC2C(O1)C(C(C(O2)OC3C4COC(=O)C4C(C5=CC6=C(C=C35)OCO6)C7=CC(=C(C(=C7)OC)O)OC)O)O. Drug 2: C1=C(C(=O)NC(=O)N1)N(CCCl)CCCl. Cell line: NCIH23. Synergy scores: CSS=65.8, Synergy_ZIP=1.88, Synergy_Bliss=1.13, Synergy_Loewe=-10.4, Synergy_HSA=5.03. (10) Drug 1: CN(C)N=NC1=C(NC=N1)C(=O)N. Drug 2: CCN(CC)CCCC(C)NC1=C2C=C(C=CC2=NC3=C1C=CC(=C3)Cl)OC. Cell line: TK-10. Synergy scores: CSS=24.0, Synergy_ZIP=-1.27, Synergy_Bliss=5.24, Synergy_Loewe=-5.36, Synergy_HSA=4.25.